Dataset: Forward reaction prediction with 1.9M reactions from USPTO patents (1976-2016). Task: Predict the product of the given reaction. (1) Given the reactants [CH2:1]([N:8]1[C:20]2[CH:19]=[C:18]3[CH2:21][CH2:22][CH2:23][CH2:24][C:17]3=[C:16]([OH:25])[C:15]=2[C:14]2[C:13]([C:26]([NH2:28])=[O:27])=[CH:12][CH:11]=[CH:10][C:9]1=2)[C:2]1[CH:7]=[CH:6][CH:5]=[CH:4][CH:3]=1.Br[CH2:30][C:31]([O:33][CH3:34])=[O:32].C(=O)([O-])[O-].[Cs+].[Cs+], predict the reaction product. The product is: [CH2:1]([N:8]1[C:20]2[CH:19]=[C:18]3[CH2:21][CH2:22][CH2:23][CH2:24][C:17]3=[C:16]([O:25][CH2:30][C:31]([O:33][CH3:34])=[O:32])[C:15]=2[C:14]2[C:9]1=[CH:10][CH:11]=[CH:12][C:13]=2[C:26](=[O:27])[NH2:28])[C:2]1[CH:7]=[CH:6][CH:5]=[CH:4][CH:3]=1. (2) Given the reactants [Cu]C#N.[C:4]([C:6](=[C:12]1[CH2:17][CH2:16][N:15]([C:18]([O:20][C:21]([CH3:24])([CH3:23])[CH3:22])=[O:19])[CH2:14][CH2:13]1)[C:7]([O:9][CH2:10][CH3:11])=[O:8])#[N:5].O1[CH2:29][CH2:28][CH2:27][CH2:26]1, predict the reaction product. The product is: [C:4]([CH:6]([C:12]1([C:26]2[CH:4]=[CH:6][C:12]([CH3:13])=[C:28]([CH3:29])[CH:27]=2)[CH2:13][CH2:14][N:15]([C:18]([O:20][C:21]([CH3:23])([CH3:22])[CH3:24])=[O:19])[CH2:16][CH2:17]1)[C:7]([O:9][CH2:10][CH3:11])=[O:8])#[N:5]. (3) Given the reactants [F:1][CH:2]([F:23])[O:3][C:4]1[CH:9]=[CH:8][C:7]([C:10]2[CH:11]=[C:12]3[C:16](=[CH:17][CH:18]=2)[C:15](=[O:19])[O:14][CH2:13]3)=[C:6]([OH:20])[C:5]=1[O:21]C.C(=O)([O-])[O-].[K+].[K+].Br[CH2:31][C:32]1[CH:37]=[CH:36][C:35]([S:38]([NH2:41])(=[O:40])=[O:39])=[CH:34][CH:33]=1, predict the reaction product. The product is: [F:23][CH:2]([F:1])[O:3][C:4]1[C:5]([OH:21])=[C:6]([C:7]([C:10]2[CH:11]=[C:12]3[C:16](=[CH:17][CH:18]=2)[C:15](=[O:19])[O:14][CH2:13]3)=[CH:8][CH:9]=1)[O:20][CH2:31][C:32]1[CH:33]=[CH:34][C:35]([S:38]([NH2:41])(=[O:40])=[O:39])=[CH:36][CH:37]=1. (4) Given the reactants [Cl:1][C:2]1[CH:7]=[CH:6][C:5]([S:8]([C:11]2[CH:12]=[CH:13][C:14]([CH3:21])=[C:15]([S:17](Cl)(=[O:19])=[O:18])[CH:16]=2)(=[O:10])=[O:9])=[CH:4][CH:3]=1.[NH2:22][CH2:23][CH2:24][N:25]1[CH2:30][CH2:29][O:28][CH2:27][CH2:26]1, predict the reaction product. The product is: [Cl:1][C:2]1[CH:7]=[CH:6][C:5]([S:8]([C:11]2[CH:12]=[CH:13][C:14]([CH3:21])=[C:15]([S:17]([NH:22][CH2:23][CH2:24][N:25]3[CH2:30][CH2:29][O:28][CH2:27][CH2:26]3)(=[O:19])=[O:18])[CH:16]=2)(=[O:10])=[O:9])=[CH:4][CH:3]=1. (5) Given the reactants [NH:1]1[CH:5]=[C:4]([CH2:6][C:7]([N:9]([CH3:32])[C@@H:10]2[CH2:14][CH2:13][N:12]([C:15]3[C:16]4[CH:23]=[CH:22][N:21](COCC[Si](C)(C)C)[C:17]=4[N:18]=[CH:19][N:20]=3)[CH2:11]2)=[O:8])[N:3]=[CH:2]1, predict the reaction product. The product is: [N:18]1[C:17]2[NH:21][CH:22]=[CH:23][C:16]=2[C:15]([N:12]2[CH2:13][CH2:14][C@@H:10]([N:9]([CH3:32])[C:7](=[O:8])[CH2:6][C:4]3[N:3]=[CH:2][NH:1][CH:5]=3)[CH2:11]2)=[N:20][CH:19]=1. (6) Given the reactants Br[C:2]1[CH:3]=[C:4]([NH:8][C:9]([NH2:11])=[O:10])[CH:5]=[CH:6][CH:7]=1.[S:12]1[CH:16]=[CH:15][CH:14]=[C:13]1B(O)O.C(=O)([O-])[O-].[K+].[K+], predict the reaction product. The product is: [S:12]1[CH:16]=[CH:15][CH:14]=[C:13]1[C:2]1[CH:3]=[C:4]([NH:8][C:9]([NH2:11])=[O:10])[CH:5]=[CH:6][CH:7]=1. (7) The product is: [CH3:21][CH:20]([NH:19][C:14]([C:11]1[CH2:10][CH:9]([C:3]([OH:8])([C:2]([F:18])([F:1])[F:17])[C:4]([F:5])([F:6])[F:7])[O:13][N:12]=1)=[O:16])[CH2:22][CH2:23][CH2:24][CH2:25][CH3:26]. Given the reactants [F:1][C:2]([F:18])([F:17])[C:3]([CH:9]1[O:13][N:12]=[C:11]([C:14]([OH:16])=O)[CH2:10]1)([OH:8])[C:4]([F:7])([F:6])[F:5].[NH2:19][CH:20]([CH2:22][CH2:23][CH2:24][CH2:25][CH3:26])[CH3:21].CN1CCOCC1.F[P-](F)(F)(F)(F)F.N1(O[P+](N(C)C)(N(C)C)N(C)C)C2C=CC=CC=2N=N1, predict the reaction product. (8) Given the reactants [CH3:1][O:2][C:3]1[CH:4]=[C:5]([CH:7]=[CH:8][C:9]=1[C:10]1[O:14][CH:13]=[N:12][CH:11]=1)[NH2:6].[Br:15][C:16]1[S:20][C:19]([CH:21]=O)=[CH:18][CH:17]=1, predict the reaction product. The product is: [Br:15][C:16]1[S:20][C:19]([CH2:21][NH:6][C:5]2[CH:7]=[CH:8][C:9]([C:10]3[O:14][CH:13]=[N:12][CH:11]=3)=[C:3]([O:2][CH3:1])[CH:4]=2)=[CH:18][CH:17]=1. (9) Given the reactants C([Li])CCC.[C:6]([Si:10]([O:13][CH2:14][C:15]1[CH:20]=[C:19]([O:21][CH2:22][CH3:23])[C:18](I)=[C:17]([O:25][CH2:26][CH3:27])[CH:16]=1)([CH3:12])[CH3:11])([CH3:9])([CH3:8])[CH3:7].[C:28]1(=[O:32])[CH2:31][CH2:30][CH2:29]1.C(=O)([O-])O.[Na+].Cl, predict the reaction product. The product is: [Si:10]([O:13][CH2:14][C:15]1[CH:20]=[C:19]([O:21][CH2:22][CH3:23])[C:18]([C:28]2([OH:32])[CH2:31][CH2:30][CH2:29]2)=[C:17]([O:25][CH2:26][CH3:27])[CH:16]=1)([C:6]([CH3:9])([CH3:8])[CH3:7])([CH3:12])[CH3:11].